From a dataset of Peptide-MHC class II binding affinity with 134,281 pairs from IEDB. Regression. Given a peptide amino acid sequence and an MHC pseudo amino acid sequence, predict their binding affinity value. This is MHC class II binding data. (1) The peptide sequence is GRWDEDGAKRIPVDV. The MHC is DRB4_0101 with pseudo-sequence DRB4_0103. The binding affinity (normalized) is 0. (2) The peptide sequence is LMAFTAAVTSPLTTS. The MHC is DRB1_0701 with pseudo-sequence DRB1_0701. The binding affinity (normalized) is 0. (3) The peptide sequence is LCFYVLHAPVTWSAT. The MHC is H-2-IAb with pseudo-sequence H-2-IAb. The binding affinity (normalized) is 0.654. (4) The peptide sequence is GTVVLTATFALGAAL. The MHC is HLA-DPA10103-DPB10401 with pseudo-sequence HLA-DPA10103-DPB10401. The binding affinity (normalized) is 0.175. (5) The peptide sequence is NKIKQKTKQIGNRPG. The MHC is DRB1_0404 with pseudo-sequence DRB1_0404. The binding affinity (normalized) is 0.165. (6) The peptide sequence is ENVKMEDVGYPIIID. The MHC is HLA-DQA10101-DQB10501 with pseudo-sequence HLA-DQA10101-DQB10501. The binding affinity (normalized) is 0.378. (7) The MHC is HLA-DQA10102-DQB10602 with pseudo-sequence HLA-DQA10102-DQB10602. The peptide sequence is AALVEALYLVCGEAA. The binding affinity (normalized) is 0.599.